Dataset: Forward reaction prediction with 1.9M reactions from USPTO patents (1976-2016). Task: Predict the product of the given reaction. (1) Given the reactants Cl[C:2]1[N:7]=[C:6]([NH:8][C:9]2[CH:10]=[C:11]([CH:17]=[CH:18][C:19]=2[CH3:20])[C:12]([NH:14][O:15][CH3:16])=[O:13])[C:5]([F:21])=[CH:4][C:3]=1[C:22]#[N:23].[CH2:24]([NH2:29])[C:25]([CH3:28])([CH3:27])[CH3:26].[F-].[K+], predict the reaction product. The product is: [C:22]([C:3]1[CH:4]=[C:5]([F:21])[C:6]([NH:8][C:9]2[CH:10]=[C:11]([CH:17]=[CH:18][C:19]=2[CH3:20])[C:12]([NH:14][O:15][CH3:16])=[O:13])=[N:7][C:2]=1[NH:29][CH2:24][C:25]([CH3:28])([CH3:27])[CH3:26])#[N:23]. (2) Given the reactants [CH3:1][CH:2]1[CH2:6][CH2:5][CH2:4][N:3]1[C:7]1[N:12]=[C:11]([NH:13][C:14]2[C:15]3[N:16]([N:30]=[CH:31][N:32]=3)[CH:17]=[C:18]([C:20]3[CH:21]=[C:22]([CH:27]=[CH:28][CH:29]=3)[C:23]([O:25]C)=[O:24])[CH:19]=2)[CH:10]=[CH:9][CH:8]=1.[OH-].[Na+].Cl, predict the reaction product. The product is: [CH3:1][CH:2]1[CH2:6][CH2:5][CH2:4][N:3]1[C:7]1[N:12]=[C:11]([NH:13][C:14]2[C:15]3[N:16]([N:30]=[CH:31][N:32]=3)[CH:17]=[C:18]([C:20]3[CH:21]=[C:22]([CH:27]=[CH:28][CH:29]=3)[C:23]([OH:25])=[O:24])[CH:19]=2)[CH:10]=[CH:9][CH:8]=1. (3) Given the reactants [NH2:1]/[C:2](=[N:8]\[O:9][C:10]([C@H:12]([CH2:21][CH2:22][CH2:23][CH:24]1[CH2:29][CH2:28][CH2:27][CH2:26][CH2:25]1)[CH2:13][C:14]([O:16][C:17]([CH3:20])([CH3:19])[CH3:18])=[O:15])=O)/[C:3]([O:5][CH2:6][CH3:7])=[O:4], predict the reaction product. The product is: [C:17]([O:16][C:14](=[O:15])[CH2:13][C@H:12]([C:10]1[O:9][N:8]=[C:2]([C:3]([O:5][CH2:6][CH3:7])=[O:4])[N:1]=1)[CH2:21][CH2:22][CH2:23][CH:24]1[CH2:29][CH2:28][CH2:27][CH2:26][CH2:25]1)([CH3:20])([CH3:19])[CH3:18]. (4) Given the reactants I[C:2]1[C:10]2[C:5](=[N:6][CH:7]=[C:8]([C:11]3[CH:12]=[N:13][N:14]([CH3:17])[C:15]=3[CH3:16])[N:9]=2)[N:4](S([C:21]2[CH:27]=[CH:26][C:24]([CH3:25])=[CH:23][CH:22]=2)(=O)=O)[CH:3]=1.I[C:29]1[C:37]2[C:32](=[N:33][CH:34]=[C:35]([C:38]3[C:39]([CH3:45])=[N:40][N:41]([CH3:44])[C:42]=3[CH3:43])[N:36]=2)[N:31](S(C2C=CC(C)=CC=2)(=O)=O)[CH:30]=1.I[C:57]1[C:65]2[C:60](=[N:61][CH:62]=[C:63]([C:66]3[CH:67]=[N:68][N:69]([CH2:71][C:72]4[CH:77]=[CH:76][CH:75]=[CH:74][CH:73]=4)[CH:70]=3)[N:64]=2)[N:59](S(C2C=CC(C)=CC=2)(=O)=O)[CH:58]=1, predict the reaction product. The product is: [CH2:71]([N:69]1[CH:70]=[C:66]([C:2]2[C:10]3[C:5](=[N:6][CH:7]=[C:8]([C:11]4[CH:12]=[N:13][N:14]([CH3:17])[C:15]=4[CH3:16])[N:9]=3)[NH:4][CH:3]=2)[CH:67]=[N:68]1)[C:72]1[CH:77]=[CH:76][CH:75]=[CH:74][CH:73]=1.[CH2:71]([N:69]1[CH:70]=[C:66]([C:29]2[C:37]3[C:32](=[N:33][CH:34]=[C:35]([C:38]4[C:39]([CH3:45])=[N:40][N:41]([CH3:44])[C:42]=4[CH3:43])[N:36]=3)[NH:31][CH:30]=2)[CH:67]=[N:68]1)[C:72]1[CH:77]=[CH:76][CH:75]=[CH:74][CH:73]=1.[CH2:71]([N:69]1[CH:70]=[C:66]([C:63]2[N:64]=[C:65]3[C:57]([C:38]4[CH:39]=[N:40][N:41]([CH2:25][C:24]5[CH:23]=[CH:22][CH:21]=[CH:27][CH:26]=5)[CH:42]=4)=[CH:58][NH:59][C:60]3=[N:61][CH:62]=2)[CH:67]=[N:68]1)[C:72]1[CH:73]=[CH:74][CH:75]=[CH:76][CH:77]=1. (5) Given the reactants [CH3:1][O:2][C:3]1[CH:4]=[C:5]2[C:10](=[CH:11][C:12]=1[O:13][CH3:14])[N:9]=[CH:8][CH:7]=[C:6]2[O:15][C:16]1[CH:21]=[CH:20][C:19]([NH:22][C:23](=O)[CH2:24][O:25][C:26]2[CH:31]=[CH:30][CH:29]=[CH:28][CH:27]=2)=[CH:18][C:17]=1[CH3:33].Cl.[OH-].[Na+], predict the reaction product. The product is: [CH3:1][O:2][C:3]1[CH:4]=[C:5]2[C:10](=[CH:11][C:12]=1[O:13][CH3:14])[N:9]=[CH:8][CH:7]=[C:6]2[O:15][C:16]1[CH:21]=[CH:20][C:19]([NH:22][CH2:23][CH2:24][O:25][C:26]2[CH:31]=[CH:30][CH:29]=[CH:28][CH:27]=2)=[CH:18][C:17]=1[CH3:33]. (6) Given the reactants Cl[C:2]1[N:7]=[C:6]2[N:8]([CH3:16])[C:9](=[O:15])[N:10]([CH2:11][CH:12]3[CH2:14][CH2:13]3)[C:5]2=[CH:4][CH:3]=1.[C:17]([O-])([O-])=O.[Cs+].[Cs+].[CH3:23][C:24]1([CH3:50])[CH:29]([NH:30][C:31](=[O:40])[O:32][CH2:33][C:34]2[CH:39]=[CH:38][CH:37]=[CH:36][CH:35]=2)[CH:28]=[C:27](B2OC(C)(C)C(C)(C)O2)[CH2:26][CH2:25]1.O1CCOCC1, predict the reaction product. The product is: [CH3:17][C:12]([CH3:13])([CH3:14])[CH2:11][N:10]1[C:5]2[C:6](=[N:7][C:2]([C:27]3[CH2:26][CH2:25][C:24]([CH3:23])([CH3:50])[CH:29]([NH:30][C:31](=[O:40])[O:32][CH2:33][C:34]4[CH:35]=[CH:36][CH:37]=[CH:38][CH:39]=4)[CH:28]=3)=[CH:3][CH:4]=2)[N:8]([CH3:16])[C:9]1=[O:15]. (7) Given the reactants [Cl:1][C:2]1[CH:7]=[CH:6][CH:5]=[C:4]([CH3:8])[C:3]=1[N:9]=[C:10]=[O:11].[NH2:12][C:13]1[CH:18]=[C:17]([Cl:19])[CH:16]=[CH:15][C:14]=1[C:20]([NH:22][C@@H:23]([CH:28]1[CH2:33][CH2:32][CH2:31][CH2:30][CH2:29]1)[C:24]([O:26][CH3:27])=[O:25])=[O:21], predict the reaction product. The product is: [Cl:19][C:17]1[CH:16]=[CH:15][C:14]([C:20]([NH:22][C@@H:23]([CH:28]2[CH2:33][CH2:32][CH2:31][CH2:30][CH2:29]2)[C:24]([O:26][CH3:27])=[O:25])=[O:21])=[C:13]([NH:12][C:10]([NH:9][C:3]2[C:4]([CH3:8])=[CH:5][CH:6]=[CH:7][C:2]=2[Cl:1])=[O:11])[CH:18]=1. (8) Given the reactants [C:1]1([CH3:17])[CH:6]=[CH:5][C:4]([S:7]([N:10]2[CH:14]=[CH:13][C:12]([CH2:15][OH:16])=[CH:11]2)(=[O:9])=[O:8])=[CH:3][CH:2]=1.CCCCCC.C(OCC)(=O)C, predict the reaction product. The product is: [C:1]1([CH3:17])[CH:2]=[CH:3][C:4]([S:7]([N:10]2[CH:14]=[CH:13][C:12]([CH:15]=[O:16])=[CH:11]2)(=[O:9])=[O:8])=[CH:5][CH:6]=1.